Dataset: Full USPTO retrosynthesis dataset with 1.9M reactions from patents (1976-2016). Task: Predict the reactants needed to synthesize the given product. (1) The reactants are: [C:1]([NH:5][NH:6][C:7](=[O:21])[C:8]1[CH:13]=[CH:12][CH:11]=[C:10]([O:14][CH3:15])[C:9]=1[CH2:16][O:17][CH2:18][CH:19]=[CH2:20])([CH3:4])([CH3:3])[CH3:2].[CH3:22][C:23]1[CH:24]=[C:25]([CH:29]=[C:30]([CH3:32])[CH:31]=1)[C:26](Cl)=[O:27].[C:33]([O-])([O-])=O.[K+].[K+]. Given the product [CH2:18]([O:17][CH2:16][CH:9]1[C:10]([CH3:33])([O:14][CH3:15])[CH:11]=[CH:12][CH:13]=[C:8]1[C:7]([NH:6][N:5]([C:1]([CH3:4])([CH3:3])[CH3:2])[C:26](=[O:27])[C:25]1[CH:24]=[C:23]([CH3:22])[CH:31]=[C:30]([CH3:32])[CH:29]=1)=[O:21])[CH:19]=[CH2:20], predict the reactants needed to synthesize it. (2) Given the product [Cl:3][C:4]1[CH:16]=[CH:15][C:14]([CH2:17][CH2:18][O:19][CH3:21])=[CH:13][C:5]=1[C:6]([O:8][C:9]([CH3:12])([CH3:11])[CH3:10])=[O:7], predict the reactants needed to synthesize it. The reactants are: [H-].[Na+].[Cl:3][C:4]1[CH:16]=[CH:15][C:14]([CH2:17][CH2:18][OH:19])=[CH:13][C:5]=1[C:6]([O:8][C:9]([CH3:12])([CH3:11])[CH3:10])=[O:7].I[CH3:21].